Dataset: NCI-60 drug combinations with 297,098 pairs across 59 cell lines. Task: Regression. Given two drug SMILES strings and cell line genomic features, predict the synergy score measuring deviation from expected non-interaction effect. (1) Drug 1: C1=CC(=CC=C1CC(C(=O)O)N)N(CCCl)CCCl.Cl. Drug 2: C1CNP(=O)(OC1)N(CCCl)CCCl. Cell line: HT29. Synergy scores: CSS=20.1, Synergy_ZIP=-1.97, Synergy_Bliss=-0.258, Synergy_Loewe=-15.5, Synergy_HSA=-4.34. (2) Drug 1: COC1=NC(=NC2=C1N=CN2C3C(C(C(O3)CO)O)O)N. Drug 2: COC1=C2C(=CC3=C1OC=C3)C=CC(=O)O2. Cell line: COLO 205. Synergy scores: CSS=11.5, Synergy_ZIP=5.44, Synergy_Bliss=8.02, Synergy_Loewe=6.60, Synergy_HSA=6.81. (3) Drug 1: CC1=C(C=C(C=C1)C(=O)NC2=CC(=CC(=C2)C(F)(F)F)N3C=C(N=C3)C)NC4=NC=CC(=N4)C5=CN=CC=C5. Drug 2: C1C(C(OC1N2C=NC(=NC2=O)N)CO)O. Cell line: HL-60(TB). Synergy scores: CSS=26.1, Synergy_ZIP=-2.48, Synergy_Bliss=5.91, Synergy_Loewe=-8.70, Synergy_HSA=7.36.